From a dataset of Catalyst prediction with 721,799 reactions and 888 catalyst types from USPTO. Predict which catalyst facilitates the given reaction. (1) Reactant: [NH2:1][C:2]1[CH:3]=[C:4]([C:9]2([OH:26])[C:17]3[C:12](=[CH:13][CH:14]=[CH:15][CH:16]=3)[C:11](=[O:18])[N:10]2[CH2:19][C:20]2[CH:25]=[CH:24][CH:23]=[CH:22][CH:21]=2)[CH:5]=[CH:6][C:7]=1[NH2:8].[CH3:27][N:28]=[C:29]=S.Cl. Product: [OH:26][C:9]1([C:4]2[CH:5]=[CH:6][C:7]3[NH:8][C:27]([NH:28][CH3:29])=[N:1][C:2]=3[CH:3]=2)[C:17]2[C:12](=[CH:13][CH:14]=[CH:15][CH:16]=2)[C:11](=[O:18])[N:10]1[CH2:19][C:20]1[CH:21]=[CH:22][CH:23]=[CH:24][CH:25]=1. The catalyst class is: 7. (2) Reactant: [Br:1][C:2]1[N:7]2[CH:8]=[C:9]([CH2:11][OH:12])[N:10]=[C:6]2[C:5]([N:13]2[CH2:18][CH2:17][O:16][CH2:15][CH2:14]2)=[N:4][CH:3]=1. Product: [Br:1][C:2]1[N:7]2[CH:8]=[C:9]([CH:11]=[O:12])[N:10]=[C:6]2[C:5]([N:13]2[CH2:18][CH2:17][O:16][CH2:15][CH2:14]2)=[N:4][CH:3]=1. The catalyst class is: 16. (3) Reactant: [CH2:1]([O:3][C:4](=[O:20])[CH2:5][O:6][CH:7]1[CH2:12][CH2:11][N:10](C(OC(C)(C)C)=O)[CH2:9][CH2:8]1)[CH3:2].C(O)(C(F)(F)F)=O. Product: [NH:10]1[CH2:9][CH2:8][CH:7]([O:6][CH2:5][C:4]([O:3][CH2:1][CH3:2])=[O:20])[CH2:12][CH2:11]1. The catalyst class is: 2. (4) Reactant: [C:1]([O:4][CH2:5][CH2:6][C:7]1[CH:12]=[CH:11][C:10]([NH:13][C:14]2[CH:19]=[C:18]([Cl:20])[C:17]([C:21]([F:24])([F:23])[F:22])=[CH:16][C:15]=2[NH2:25])=[CH:9][CH:8]=1)(=[O:3])[CH3:2].[N:26]1[CH:31]=[CH:30][C:29]([CH2:32][CH2:33][CH2:34][C:35](O)=[O:36])=[CH:28][CH:27]=1.CCN=C=NCCCN(C)C.O. Product: [C:1]([O:4][CH2:5][CH2:6][C:7]1[CH:12]=[CH:11][C:10]([NH:13][C:14]2[CH:19]=[C:18]([Cl:20])[C:17]([C:21]([F:22])([F:23])[F:24])=[CH:16][C:15]=2[NH:25][C:35](=[O:36])[CH2:34][CH2:33][CH2:32][C:29]2[CH:28]=[CH:27][N:26]=[CH:31][CH:30]=2)=[CH:9][CH:8]=1)(=[O:3])[CH3:2]. The catalyst class is: 4. (5) Reactant: [C:1]1([C:37]2[CH:42]=[CH:41][CH:40]=[CH:39][CH:38]=2)[CH:6]=[CH:5][C:4]([C:7]([N:9]2[CH2:14][CH2:13][N:12]([C:15]3[C:16]4[CH:34]=[C:33]([CH2:35][CH3:36])[S:32][C:17]=4[N:18]=[C:19]([NH:21][C:22]([NH:24][CH2:25][CH2:26][C:27]([O:29]CC)=[O:28])=[O:23])[N:20]=3)[CH2:11][CH2:10]2)=[O:8])=[CH:3][CH:2]=1.O.[OH-].[Li+].O. Product: [C:1]1([C:37]2[CH:38]=[CH:39][CH:40]=[CH:41][CH:42]=2)[CH:2]=[CH:3][C:4]([C:7]([N:9]2[CH2:10][CH2:11][N:12]([C:15]3[C:16]4[CH:34]=[C:33]([CH2:35][CH3:36])[S:32][C:17]=4[N:18]=[C:19]([NH:21][C:22]([NH:24][CH2:25][CH2:26][C:27]([OH:29])=[O:28])=[O:23])[N:20]=3)[CH2:13][CH2:14]2)=[O:8])=[CH:5][CH:6]=1. The catalyst class is: 1. (6) Reactant: [N+:1]([C:4]1[CH:12]=[CH:11][CH:10]=[C:9]2[C:5]=1CC[C:8]2=[O:13])([O-:3])=[O:2].[Se](=O)=[O:15].[O:17]1[CH2:22][CH2:21][O:20]CC1. Product: [OH:15][C:21]1([OH:20])[C:22](=[O:17])[C:5]2[C:9](=[CH:10][CH:11]=[CH:12][C:4]=2[N+:1]([O-:3])=[O:2])[C:8]1=[O:13]. The catalyst class is: 15. (7) The catalyst class is: 29. Reactant: [CH2:1]([CH:5]1[C:14]2[C:9](=[CH:10][C:11]([N+:15]([O-])=O)=[CH:12][CH:13]=2)[C:7](=[O:8])[O:6]1)[CH2:2][CH2:3][CH3:4]. Product: [NH2:15][C:11]1[CH:10]=[C:9]2[C:14]([CH:5]([CH2:1][CH2:2][CH2:3][CH3:4])[O:6][C:7]2=[O:8])=[CH:13][CH:12]=1. (8) Reactant: [Br:1][C:2]1[CH:3]=[C:4]([NH:9][C:10]([NH2:12])=[S:11])[CH:5]=[C:6]([Br:8])[CH:7]=1.BrBr.N. Product: [Br:1][C:2]1[CH:7]=[C:6]([Br:8])[C:5]2[S:11][C:10]([NH2:12])=[N:9][C:4]=2[CH:3]=1. The catalyst class is: 146. (9) Reactant: [C:1]([O:5][C:6]([N:8]1[CH2:13][CH:12]2[C:10]([C:14]3[CH:19]=[CH:18][C:17]([N:20]4[CH2:24][C@H:23]([CH2:25][NH2:26])[O:22][C:21]4=[O:27])=[CH:16][CH:15]=3)([CH2:11]2)[CH2:9]1)=[O:7])([CH3:4])([CH3:3])[CH3:2].C(N(CC)CC)C.Cl[C:36]([O:38][CH3:39])=[O:37]. Product: [C:1]([O:5][C:6]([N:8]1[CH2:13][CH:12]2[C:10]([C:14]3[CH:15]=[CH:16][C:17]([N:20]4[CH2:24][C@H:23]([CH2:25][NH:26][C:36]([O:38][CH3:39])=[O:37])[O:22][C:21]4=[O:27])=[CH:18][CH:19]=3)([CH2:11]2)[CH2:9]1)=[O:7])([CH3:4])([CH3:2])[CH3:3]. The catalyst class is: 76. (10) Reactant: I[C:2]1[CH:10]=[CH:9][C:5]([C:6]([OH:8])=[O:7])=[CH:4][CH:3]=1.[O:11]1[CH:15]=[CH:14][CH:13]=[C:12]1B(O)O.C([O-])([O-])=O.[K+].[K+]. Product: [O:11]1[CH:15]=[CH:14][CH:13]=[C:12]1[C:2]1[CH:10]=[CH:9][C:5]([C:6]([OH:8])=[O:7])=[CH:4][CH:3]=1. The catalyst class is: 339.